Predict the reaction yield, written as a fraction of the theoretical maximum amount of product (1.0 means a 100% yield; for example, 0.34 means a 34% yield). From a dataset of Reaction yield outcomes from USPTO patents with 853,638 reactions. (1) The reactants are Cl[C:2]1[C:3]2[S:10][C:9]([C:11]3[CH:16]=[CH:15][C:14]([F:17])=[CH:13][CH:12]=3)=[CH:8][C:4]=2[N:5]=[CH:6][N:7]=1.[CH3:18][C@@H:19]1[CH2:24][NH:23][CH2:22][CH2:21][N:20]1[C:25]([O:27][C:28]([CH3:31])([CH3:30])[CH3:29])=[O:26].C(N(CC)CC)C. The catalyst is C(#N)C. The product is [F:17][C:14]1[CH:15]=[CH:16][C:11]([C:9]2[S:10][C:3]3[C:2]([N:23]4[CH2:22][CH2:21][N:20]([C:25]([O:27][C:28]([CH3:31])([CH3:30])[CH3:29])=[O:26])[C@H:19]([CH3:18])[CH2:24]4)=[N:7][CH:6]=[N:5][C:4]=3[CH:8]=2)=[CH:12][CH:13]=1. The yield is 0.980. (2) The reactants are Br[C:2]1[CH:7]=[CH:6][C:5]([O:8][CH3:9])=[CH:4][CH:3]=1.C([Li])CCC.CCCCCC.[CH3:21][O:22][C:23]1[N:28]=[C:27]([C:29]2[CH:34]=[CH:33][C:32]([O:35][C:36]([F:39])([F:38])[F:37])=[CH:31][CH:30]=2)[C:26]([N:40]2[CH2:45][CH2:44][C:43](=[O:46])[CH2:42][CH2:41]2)=[CH:25][CH:24]=1.[Cl-].[NH4+]. The catalyst is C1COCC1. The product is [CH3:9][O:8][C:5]1[CH:6]=[CH:7][C:2]([C:43]2([OH:46])[CH2:44][CH2:45][N:40]([C:26]3[C:27]([C:29]4[CH:30]=[CH:31][C:32]([O:35][C:36]([F:38])([F:37])[F:39])=[CH:33][CH:34]=4)=[N:28][C:23]([O:22][CH3:21])=[CH:24][CH:25]=3)[CH2:41][CH2:42]2)=[CH:3][CH:4]=1. The yield is 0.0600. (3) The reactants are [Se](=O)=[O:2].Br[CH2:5][C:6]([C:8]1[CH:13]=[CH:12][CH:11]=[C:10]([O:14][CH3:15])[CH:9]=1)=[O:7].[CH2:16]([OH:18])[CH3:17]. No catalyst specified. The product is [CH2:16]([O:18][C:5](=[O:2])[C:6]([C:8]1[CH:13]=[CH:12][CH:11]=[C:10]([O:14][CH3:15])[CH:9]=1)=[O:7])[CH3:17]. The yield is 0.530. (4) The reactants are [CH3:1][C:2]([CH3:30])=[CH:3][CH2:4][CH2:5]/[C:6](/[CH3:29])=[CH:7]/[CH2:8][CH2:9]/[C:10](/[CH3:28])=[CH:11]/[CH:12]=[CH:13]\[CH:14]=[C:15](/[CH3:27])\[CH2:16][CH2:17]/[CH:18]=[C:19](\[CH3:26])/[CH2:20][CH2:21][CH:22]=[C:23]([CH3:25])[CH3:24]. The catalyst is [Pd]. The product is [CH3:25][CH:23]([CH2:22][CH2:21][CH2:20][CH:19]([CH2:18][CH2:17][CH2:16][CH:15]([CH2:14][CH2:13][CH2:12][CH2:11][CH:10]([CH2:9][CH2:8][CH2:7][CH:6]([CH2:5][CH2:4][CH2:3][CH:2]([CH3:30])[CH3:1])[CH3:29])[CH3:28])[CH3:27])[CH3:26])[CH3:24]. The yield is 0.834. (5) The product is [Cl:1][C:2]1[C:3]2[N:4]([C:8]([I:18])=[C:9]([C:11]3[CH:16]=[CH:15][C:14]([F:17])=[CH:13][CH:12]=3)[N:10]=2)[CH:5]=[CH:6][CH:7]=1. The catalyst is ClCCl. The reactants are [Cl:1][C:2]1[C:3]2[N:4]([CH:8]=[C:9]([C:11]3[CH:16]=[CH:15][C:14]([F:17])=[CH:13][CH:12]=3)[N:10]=2)[CH:5]=[CH:6][CH:7]=1.[I:18]N1C(=O)CCC1=O. The yield is 0.800. (6) The reactants are [CH:1]([C:3]1[CH:4]=[CH:5][C:6]([OH:13])=[C:7]([CH:12]=1)[C:8]([O:10][CH3:11])=[O:9])=[O:2].C(=O)([O-])[O-].[K+].[K+].Br[CH2:21][C:22]1[CH:27]=[CH:26][C:25]([C:28]([F:31])([F:30])[F:29])=[CH:24][C:23]=1[C:32]([F:35])([F:34])[F:33]. The catalyst is CN(C)C=O. The product is [F:33][C:32]([F:34])([F:35])[C:23]1[CH:24]=[C:25]([C:28]([F:31])([F:29])[F:30])[CH:26]=[CH:27][C:22]=1[CH2:21][O:13][C:6]1[CH:5]=[CH:4][C:3]([CH:1]=[O:2])=[CH:12][C:7]=1[C:8]([O:10][CH3:11])=[O:9]. The yield is 0.960. (7) The reactants are N[C:2]1[CH:10]=[C:9]([C:11]([OH:13])=[O:12])[CH:8]=[CH:7][C:3]=1[C:4]([OH:6])=[O:5].N([O-])=O.[Na+].[ClH:18]. The product is [Cl:18][C:2]1[CH:10]=[C:9]([C:11]([OH:13])=[O:12])[CH:8]=[CH:7][C:3]=1[C:4]([OH:6])=[O:5]. The yield is 0.730. The catalyst is O. (8) The reactants are C[O:2][C:3](=[O:12])[C:4]1[CH:9]=[CH:8][CH:7]=[C:6]([S:10][CH3:11])[CH:5]=1.[OH-].[Na+]. The catalyst is CO.C1COCC1. The product is [CH3:11][S:10][C:6]1[CH:5]=[C:4]([CH:9]=[CH:8][CH:7]=1)[C:3]([OH:12])=[O:2]. The yield is 0.970. (9) The reactants are [O:1]=[C:2]1[N:6]2[CH:7]=[CH:8][C:9]3[C:10](=[O:32])[C:11]([C:21]4[CH:26]=[CH:25][C:24]([C:27]([CH3:31])([CH3:30])[C:28]#[N:29])=[CH:23][CH:22]=4)=[C:12]([C:15]4[CH:20]=[CH:19][CH:18]=[CH:17][CH:16]=4)[O:13][C:14]=3[C:5]2=[N:4][N:3]1COCC[Si](C)(C)C.C(O)(C(F)(F)F)=O. The catalyst is C(Cl)Cl. The product is [O:1]=[C:2]1[N:6]2[CH:7]=[CH:8][C:9]3[C:10](=[O:32])[C:11]([C:21]4[CH:22]=[CH:23][C:24]([C:27]([CH3:30])([CH3:31])[C:28]#[N:29])=[CH:25][CH:26]=4)=[C:12]([C:15]4[CH:16]=[CH:17][CH:18]=[CH:19][CH:20]=4)[O:13][C:14]=3[C:5]2=[N:4][NH:3]1. The yield is 0.470.